This data is from Forward reaction prediction with 1.9M reactions from USPTO patents (1976-2016). The task is: Predict the product of the given reaction. (1) Given the reactants [Cl:1][C:2]1[C:7]([C:8](O)=[O:9])=[C:6]([F:11])[C:5]([NH:12][S:13]([CH2:16][CH2:17][CH3:18])(=[O:15])=[O:14])=[CH:4][CH:3]=1.CN(C)C=O.[Cl:24]CCl, predict the reaction product. The product is: [Cl:1][C:2]1[C:7]([C:8]([Cl:24])=[O:9])=[C:6]([F:11])[C:5]([NH:12][S:13]([CH2:16][CH2:17][CH3:18])(=[O:15])=[O:14])=[CH:4][CH:3]=1. (2) Given the reactants [Cl:1][C:2]1[C:13]2[C:5](=[CH:6][C:7]([C:16]3[CH:21]=[CH:20][CH:19]=[CH:18][C:17]=3[Cl:22])=[C:8]3[C:12]=2[C:11](=[O:14])[NH:10][C:9]3=[O:15])[N:4]([CH2:23][CH2:24][CH2:25][O:26][CH3:27])[C:3]=1[CH:28]=[O:29].S(C)C, predict the reaction product. The product is: [Cl:1][C:2]1[C:13]2[C:5](=[CH:6][C:7]([C:16]3[CH:21]=[CH:20][CH:19]=[CH:18][C:17]=3[Cl:22])=[C:8]3[C:12]=2[C:11](=[O:14])[NH:10][C:9]3=[O:15])[N:4]([CH2:23][CH2:24][CH2:25][O:26][CH3:27])[C:3]=1[CH2:28][OH:29].